This data is from Forward reaction prediction with 1.9M reactions from USPTO patents (1976-2016). The task is: Predict the product of the given reaction. (1) Given the reactants [OH:1][C:2]1[CH:11]=[CH:10][C:5]2[C:6](=[O:9])[CH2:7][O:8][C:4]=2[C:3]=1[CH2:12][N:13]1[CH2:18][CH2:17][N:16]([C:19]([O:21][C:22]([CH3:25])([CH3:24])[CH3:23])=[O:20])[CH2:15][CH2:14]1.[CH2:26](O)[CH2:27][CH3:28].C1(P(C2C=CC=CC=2)C2C=CC=CC=2)C=CC=CC=1.N(C(OCC)=O)=NC(OCC)=O, predict the reaction product. The product is: [O:9]=[C:6]1[C:5]2[CH:10]=[CH:11][C:2]([O:1][CH2:26][CH2:27][CH3:28])=[C:3]([CH2:12][N:13]3[CH2:14][CH2:15][N:16]([C:19]([O:21][C:22]([CH3:25])([CH3:24])[CH3:23])=[O:20])[CH2:17][CH2:18]3)[C:4]=2[O:8][CH2:7]1. (2) Given the reactants [NH:1]1[C:9]2[C:4](=[CH:5][CH:6]=[CH:7][N+:8]=2[O-])[CH:3]=[C:2]1[C:11]([O:13][CH2:14][CH3:15])=[O:12].C[Si](C)(C)N[Si](C)(C)C.[Cl:25]C(OC)=O, predict the reaction product. The product is: [Cl:25][C:7]1[N:8]=[C:9]2[C:4]([CH:3]=[C:2]([C:11]([O:13][CH2:14][CH3:15])=[O:12])[NH:1]2)=[CH:5][CH:6]=1. (3) Given the reactants [F:1][C:2]1[CH:3]=[C:4]2[C:12](=[CH:13][CH:14]=1)[N:11]([CH2:15][C:16]1[CH:25]=[CH:24][C:19]([C:20]([O:22][CH3:23])=[O:21])=[CH:18][CH:17]=1)[C:10]1[CH2:9][CH2:8][C:7](=[CH2:26])[C:6](=[O:27])[C:5]2=1.[CH2:28]([N:30]1[CH2:35][CH2:34][NH:33][CH2:32][CH2:31]1)[CH3:29], predict the reaction product. The product is: [CH2:28]([N:30]1[CH2:35][CH2:34][N:33]([CH2:26][CH:7]2[C:6](=[O:27])[C:5]3[C:4]4[C:12](=[CH:13][CH:14]=[C:2]([F:1])[CH:3]=4)[N:11]([CH2:15][C:16]4[CH:25]=[CH:24][C:19]([C:20]([O:22][CH3:23])=[O:21])=[CH:18][CH:17]=4)[C:10]=3[CH2:9][CH2:8]2)[CH2:32][CH2:31]1)[CH3:29]. (4) Given the reactants CS([C:5]1[N:10]=[C:9]([C:11]2[N:15]3[CH:16]=[CH:17][N:18]=[C:19]([N:20]4[CH2:25][CH2:24][N:23]([CH3:26])[CH2:22][CH2:21]4)[C:14]3=[N:13][CH:12]=2)[CH:8]=[CH:7][N:6]=1)(=O)=O.[C:27]([O:31][C:32](=[O:43])[NH:33][CH2:34][CH2:35][CH:36]([NH2:42])[C:37]1[CH:41]=[CH:40][S:39][CH:38]=1)([CH3:30])([CH3:29])[CH3:28], predict the reaction product. The product is: [C:27]([O:31][C:32](=[O:43])[NH:33][CH2:34][CH2:35][CH:36]([NH:42][C:5]1[N:10]=[C:9]([C:11]2[N:15]3[CH:16]=[CH:17][N:18]=[C:19]([N:20]4[CH2:25][CH2:24][N:23]([CH3:26])[CH2:22][CH2:21]4)[C:14]3=[N:13][CH:12]=2)[CH:8]=[CH:7][N:6]=1)[C:37]1[CH:41]=[CH:40][S:39][CH:38]=1)([CH3:30])([CH3:28])[CH3:29].